From a dataset of Experimentally validated miRNA-target interactions with 360,000+ pairs, plus equal number of negative samples. Binary Classification. Given a miRNA mature sequence and a target amino acid sequence, predict their likelihood of interaction. (1) The miRNA is mmu-miR-125a-3p with sequence ACAGGUGAGGUUCUUGGGAGCC. The protein sequence of the target gene is MATKDPTAVERANLLNMAKLSIKGLIESALSFGRTLDSDYPPLQQFFVVMEHCLKHGLKGRKSFLSYNKTIWGPLELVEKLYPEAEEIGASVRDLPGLKTPLGRARAWLRLALMQKKMADYLRCLIIQRELLSEFYEYHALMMEEEGAVIVGLLVGLNVIDANLCVKGEDLDSQVGVIDFSMYLKNEEEIGNKERNVQIAAILDQKNYVEELNRQLNSTVSSLHSRVDSLEKSNTKLIEELAIAKNNIIKLQEENHQLRSENELILMRTRQHLEVTKVDVETELQTYKHSRQGLDEMYND.... Result: 1 (interaction). (2) The miRNA is mmu-miR-3076-3p with sequence CGCACUCUGGUCUUCCCUUGCAG. The protein sequence of the target gene is MPSSTSPDEEDGLETCVLKVFDLDLKESNLVNPSNSLKAELDGSTKKKYSFAKKKAFALLVKTKQVPAPSYEFKGKRWRCCQQLFADQISIHRHVATQHAEDVYQQTASLLKQLTAALSASQSLTPTDKRSSPKDCLTPSQEVSAWLPDVSHVSPQELRSGQGDEEGEVLLYYCYCDLEDPHWVCAWQTALCHHLHLTGKIRIATEGINGTVGGSKVATRLYVEVMLSCPLFKDYLSEDDFKSSKGGSHCFPELRVGVFEEIVPMGISPSQVSYKKPGIHLSPGEFHKEIEKLLSQSSEE.... Result: 0 (no interaction). (3) Result: 0 (no interaction). The protein sequence of the target gene is MAVEGGMKCVKFLLYVLLLAFCACAVGLIAIGVAVQVVLKQAITHETTAGSLLPVVIIAVGAFLFLVAFVGCCGACKENYCLMITFAIFLSLIMLVEVAVAIAGYVFRDQVKSEFNKSFQQQMQNYLKDNKTATILDKLQKENNCCGASNYTDWENIPGMAKDRVPDSCCINITVGCGNDFKESTIHTQGCVETIAIWLRKNILLVAAAALGIAFVEVLGIIFSCCLVKSIRSGYEVM. The miRNA is hsa-miR-4462 with sequence UGACACGGAGGGUGGCUUGGGAA. (4) The miRNA is hsa-miR-8057 with sequence GUGGCUCUGUAGUAAGAUGGA. The protein sequence of the target gene is MRPLTEEETRVMFEKIAKYIGENLQLLVDRPDGTYCFRLHNDRVYYVSEKIMKLAANISGDKLVSLGTCFGKFTKTHKFRLHVTALDYLAPYAKYKVWIKPGAEQSFLYGNHVLKSGLGRITENTSQYQGVVVYSMADIPLGFGVAAKSTQDCRKVDPMAIVVFHQADIGEYVRHEETLT. Result: 1 (interaction). (5) The miRNA is hsa-miR-6758-3p with sequence ACUCAUUCUCCUCUGUCCAG. The protein sequence of the target gene is MLGWLVIPWNQIFTAACGCFLSDRNYIHMMESNLDALQKTMEELKNGRDDLLGRVSIEEDKGLQRLAQVNGWLSRVQIVESEFKDLLEAMSIETGRLCLLGYCSEDCISSYNYGEKVSKMLEEVKELLSKKDFRMVAQEIIHKVEKKLIQTTVGLDKLVEMAWSSLMNDEIGTLGLYGMGGVGKTTLLESLNNKFVELESEFDVVIWVVVSKDFQFEGIQDQILGRLRSDKEWERETESKKASLIYNNLERKKFVLLLDDLWSEVDMTKIGVPPPTRENGSKIVFTTRSTEVCKHMKADK.... Result: 0 (no interaction).